From a dataset of Forward reaction prediction with 1.9M reactions from USPTO patents (1976-2016). Predict the product of the given reaction. (1) Given the reactants [Mg].[CH:2]([C:5]1[CH:10]=[C:9]([CH:11]([CH3:13])[CH3:12])[CH:8]=[C:7]([CH:14]([CH3:16])[CH3:15])[C:6]=1Br)([CH3:4])[CH3:3].BrCCBr.[CH3:22][O:23][C:24]1[CH:25]=[C:26](F)[CH:27]=[C:28]([O:30][CH3:31])[CH:29]=1.[Li]CCCC.[I:38]I, predict the reaction product. The product is: [I:38][C:25]1[C:24]([O:23][CH3:22])=[CH:29][C:28]([O:30][CH3:31])=[CH:27][C:26]=1[C:6]1[C:5]([CH:2]([CH3:4])[CH3:3])=[CH:10][C:9]([CH:11]([CH3:13])[CH3:12])=[CH:8][C:7]=1[CH:14]([CH3:16])[CH3:15]. (2) Given the reactants [CH2:1]([O:3][C:4]([C:6]1[C:14]2[C:13](=[O:15])[N:12]([CH3:16])[C:11](=[O:17])[N:10]([CH:18]([CH3:20])[CH3:19])[C:9]=2[S:8][CH:7]=1)=[O:5])[CH3:2].[C:21]1([N:27]2[CH:31]=[C:30]([CH:32]=[O:33])[CH:29]=[N:28]2)[CH:26]=[CH:25][CH:24]=[CH:23][CH:22]=1.CN1CCCN(C)C1=O.[Li+].CC([N-]C(C)C)C, predict the reaction product. The product is: [CH2:1]([O:3][C:4]([C:6]1[C:14]2[C:13](=[O:15])[N:12]([CH3:16])[C:11](=[O:17])[N:10]([CH:18]([CH3:19])[CH3:20])[C:9]=2[S:8][C:7]=1[CH:32]([OH:33])[C:30]1[CH:29]=[N:28][N:27]([C:21]2[CH:26]=[CH:25][CH:24]=[CH:23][CH:22]=2)[CH:31]=1)=[O:5])[CH3:2]. (3) Given the reactants [CH3:1][O:2][C:3]1[CH:8]=[CH:7][CH:6]=[CH:5][C:4]=1[N:9]([CH2:20][C:21](O)=[O:22])[S:10]([C:13]1[C:14]([CH3:19])=[CH:15][CH:16]=[CH:17][CH:18]=1)(=[O:12])=[O:11].[CH2:24]([NH:26][CH2:27][C:28]1[CH:33]=[CH:32][C:31]([OH:34])=[CH:30][CH:29]=1)[CH3:25], predict the reaction product. The product is: [CH2:24]([N:26]([CH2:27][C:28]1[CH:29]=[CH:30][C:31]([OH:34])=[CH:32][CH:33]=1)[C:21](=[O:22])[CH2:20][N:9]([C:4]1[CH:5]=[CH:6][CH:7]=[CH:8][C:3]=1[O:2][CH3:1])[S:10]([C:13]1[C:14]([CH3:19])=[CH:15][CH:16]=[CH:17][CH:18]=1)(=[O:12])=[O:11])[CH3:25]. (4) Given the reactants [NH2:1][S:2]([C:5]1[S:9][C:8]([NH:10][C:11](=[O:13])[CH3:12])=[N:7][C:6]=1[CH3:14])(=[O:4])=[O:3].C1(P(C2CCCCC2)C2C=CC=CC=2C2C(C(C)C)=CC(C(C)C)=CC=2C(C)C)CCCCC1.C(=O)([O-])[O-].[Cs+].[Cs+].Cl[C:56]1[CH:61]=[C:60]([O:62][CH3:63])[N:59]=[C:58]([S:64][CH2:65][C:66]2[CH:71]=[CH:70][CH:69]=[C:68]([F:72])[C:67]=2[F:73])[N:57]=1, predict the reaction product. The product is: [F:73][C:67]1[C:68]([F:72])=[CH:69][CH:70]=[CH:71][C:66]=1[CH2:65][S:64][C:58]1[N:57]=[C:56]([NH:1][S:2]([C:5]2[S:9][C:8]([NH:10][C:11](=[O:13])[CH3:12])=[N:7][C:6]=2[CH3:14])(=[O:3])=[O:4])[CH:61]=[C:60]([O:62][CH3:63])[N:59]=1. (5) Given the reactants CN(C(ON1N=NC2C=CC=NC1=2)=[N+](C)C)C.F[P-](F)(F)(F)(F)F.[F:25][C:26]1[CH:31]=[CH:30][C:29]([NH:32][C:33]2[C:34]3[C:41]([CH3:42])=[C:40]([C:43](OC)=[O:44])[S:39][C:35]=3[N:36]=[CH:37][N:38]=2)=[C:28]([O:47][CH:48]2[CH2:53][CH2:52][O:51][CH2:50][CH2:49]2)[CH:27]=1.CCN(C(C)C)C(C)C.[CH3:63][O:64][CH2:65][CH2:66][NH2:67], predict the reaction product. The product is: [F:25][C:26]1[CH:31]=[CH:30][C:29]([NH:32][C:33]2[C:34]3[C:41]([CH3:42])=[C:40]([C:43]([NH:67][CH2:66][CH2:65][O:64][CH3:63])=[O:44])[S:39][C:35]=3[N:36]=[CH:37][N:38]=2)=[C:28]([O:47][CH:48]2[CH2:49][CH2:50][O:51][CH2:52][CH2:53]2)[CH:27]=1. (6) Given the reactants [CH:1]1([Mg]Cl)[CH2:4][CH2:3][CH2:2]1.[Cl:7][C:8]1[N:13]=[CH:12][C:11]2[C:14](I)=[N:15][N:16]([C:17]([C:30]3[CH:35]=[CH:34][CH:33]=[CH:32][CH:31]=3)([C:24]3[CH:29]=[CH:28][CH:27]=[CH:26][CH:25]=3)[C:18]3[CH:23]=[CH:22][CH:21]=[CH:20][CH:19]=3)[C:10]=2[CH:9]=1.COC1C=CC=C(OC)C=1C1C=CC=CC=1P(C1CCCCC1)C1CCCCC1, predict the reaction product. The product is: [Cl:7][C:8]1[N:13]=[CH:12][C:11]2[C:14]([CH:1]3[CH2:4][CH2:3][CH2:2]3)=[N:15][N:16]([C:17]([C:18]3[CH:19]=[CH:20][CH:21]=[CH:22][CH:23]=3)([C:24]3[CH:25]=[CH:26][CH:27]=[CH:28][CH:29]=3)[C:30]3[CH:35]=[CH:34][CH:33]=[CH:32][CH:31]=3)[C:10]=2[CH:9]=1. (7) Given the reactants [NH2:1][CH:2]1[CH2:7][CH2:6][N:5]([C:8]([O:10][C:11]([CH3:14])([CH3:13])[CH3:12])=[O:9])[CH2:4][CH2:3]1.Br[CH2:16][CH:17]([O:20][CH3:21])[O:18][CH3:19].C(=O)([O-])[O-].[K+].[K+], predict the reaction product. The product is: [CH3:19][O:18][CH:17]([O:20][CH3:21])[CH2:16][NH:1][CH:2]1[CH2:3][CH2:4][N:5]([C:8]([O:10][C:11]([CH3:14])([CH3:13])[CH3:12])=[O:9])[CH2:6][CH2:7]1. (8) Given the reactants [CH3:1][C:2]1[CH:10]=[CH:9][C:5]([C:6]([OH:8])=O)=[CH:4][N:3]=1.S(Cl)(Cl)=O.[CH3:15][CH:16]1[CH2:20][CH2:19][CH2:18][NH:17]1.C(N(CC)CC)C, predict the reaction product. The product is: [CH3:1][C:2]1[CH:10]=[CH:9][C:5]([C:6]([N:17]2[CH2:18][CH2:19][CH2:20][CH:16]2[CH3:15])=[O:8])=[CH:4][N:3]=1. (9) Given the reactants CC(OI1(OC(C)=O)(OC(C)=O)OC(=O)C2C=CC=CC1=2)=O.[CH3:23][O:24][C:25]([C:27]1[CH:28]=[C:29]2[C:33](=[CH:34][CH:35]=1)[N:32]([CH2:36][CH:37]([OH:52])[CH2:38][O:39][C:40]1[CH:45]=[CH:44][C:43]([C:46]3[CH:51]=[CH:50][CH:49]=[CH:48][CH:47]=3)=[CH:42][CH:41]=1)[CH:31]=[C:30]2[C:53](=[O:62])[CH2:54][CH2:55][CH2:56][CH2:57][C:58]([O:60][CH3:61])=[O:59])=[O:26].S([O-])([O-])(=O)=O.[Na+].[Na+], predict the reaction product. The product is: [CH3:23][O:24][C:25]([C:27]1[CH:28]=[C:29]2[C:33](=[CH:34][CH:35]=1)[N:32]([CH2:36][C:37](=[O:52])[CH2:38][O:39][C:40]1[CH:45]=[CH:44][C:43]([C:46]3[CH:47]=[CH:48][CH:49]=[CH:50][CH:51]=3)=[CH:42][CH:41]=1)[CH:31]=[C:30]2[C:53](=[O:62])[CH2:54][CH2:55][CH2:56][CH2:57][C:58]([O:60][CH3:61])=[O:59])=[O:26]. (10) Given the reactants [NH2:1][C:2]1[S:6][C:5]2[CH:7]=[CH:8][CH:9]=[CH:10][C:4]=2[C:3]=1[C:11]([O:13][CH2:14][CH3:15])=[O:12].Br[C:17]1[CH:22]=[C:21]([Br:23])[CH:20]=[CH:19][C:18]=1[N+:24]([O-:26])=[O:25], predict the reaction product. The product is: [Br:23][C:21]1[CH:20]=[CH:19][C:18]([N+:24]([O-:26])=[O:25])=[C:17]([CH:22]=1)[NH:1][C:2]1[S:6][C:5]2[CH:7]=[CH:8][CH:9]=[CH:10][C:4]=2[C:3]=1[C:11]([O:13][CH2:14][CH3:15])=[O:12].